From a dataset of TCR-epitope binding with 47,182 pairs between 192 epitopes and 23,139 TCRs. Binary Classification. Given a T-cell receptor sequence (or CDR3 region) and an epitope sequence, predict whether binding occurs between them. The epitope is KLMNIQQKL. The TCR CDR3 sequence is CASSHATGGTNTEAFF. Result: 0 (the TCR does not bind to the epitope).